From a dataset of Catalyst prediction with 721,799 reactions and 888 catalyst types from USPTO. Predict which catalyst facilitates the given reaction. (1) Reactant: [C:1]([O:5][C:6](=[O:14])[NH:7][C@@H:8]1[CH2:13][CH2:12][CH2:11][NH:10][CH2:9]1)([CH3:4])([CH3:3])[CH3:2].C(=O)([O-])[O-].[Cs+].[Cs+].C1(P(C2CCCCC2)C2C(OC)=CC=C(OC)C=2C2C(C(C)C)=CC(C(C)C)=CC=2C(C)C)CCCCC1.Br[C:60]1[S:61][CH:62]=[C:63]([C:65]#[N:66])[N:64]=1. Product: [C:1]([O:5][C:6](=[O:14])[NH:7][C@@H:8]1[CH2:13][CH2:12][CH2:11][N:10]([C:60]2[S:61][CH:62]=[C:63]([C:65]#[N:66])[N:64]=2)[CH2:9]1)([CH3:4])([CH3:2])[CH3:3]. The catalyst class is: 107. (2) Reactant: [O:1]=[C:2]1[N:7]2[CH2:8][CH2:9][CH2:10][CH2:11][CH2:12][C:6]2=[N:5][C:4]2[S:13][C:14]3[C:19]([S:20][C:21]4[CH:26]=[CH:25][CH:24]=[CH:23][CH:22]=4)=[C:18]([CH:27]=[O:28])[CH2:17][CH2:16][C:15]=3[C:3]1=2.ClC1C=CC=C(C(OO)=[O:37])C=1. Product: [O:1]=[C:2]1[N:7]2[CH2:8][CH2:9][CH2:10][CH2:11][CH2:12][C:6]2=[N:5][C:4]2[S:13][C:14]3[C:19]([S:20]([C:21]4[CH:22]=[CH:23][CH:24]=[CH:25][CH:26]=4)=[O:37])=[C:18]([CH:27]=[O:28])[CH2:17][CH2:16][C:15]=3[C:3]1=2. The catalyst class is: 2. (3) Reactant: [F:1][C:2]([F:10])([F:9])[CH:3]1[CH2:8][CH2:7][NH:6][CH2:5][CH2:4]1.FC(F)CO[C:15]1[N:23]=[C:22]([NH:24][CH3:25])[C:21]([N+:26]([O-:28])=[O:27])=[CH:20][C:16]=1[C:17]([OH:19])=[O:18].CN(C=O)C.C([O-])([O-])=O.[Cs+].[Cs+]. Product: [CH3:25][NH:24][C:22]1[C:21]([N+:26]([O-:28])=[O:27])=[CH:20][C:16]([C:17]([OH:19])=[O:18])=[C:15]([N:6]2[CH2:7][CH2:8][CH:3]([C:2]([F:10])([F:9])[F:1])[CH2:4][CH2:5]2)[N:23]=1. The catalyst class is: 578. (4) Reactant: [CH3:1][C:2]1[N:7]=[C:6](OS(C(F)(F)F)(=O)=O)[CH:5]=[C:4]([C:16]2[CH:21]=[CH:20][C:19]([C:22]([F:25])([F:24])[F:23])=[C:18]([CH3:26])[CH:17]=2)[CH:3]=1.[C:27]([NH:31][S:32]([C:35]1[CH:40]=[CH:39][CH:38]=[C:37]([C:41]2[CH:46]=[CH:45][CH:44]=[C:43]([Sn](CCCC)(CCCC)CCCC)[N:42]=2)[CH:36]=1)(=[O:34])=[O:33])([CH3:30])([CH3:29])[CH3:28]. Product: [C:27]([NH:31][S:32]([C:35]1[CH:40]=[CH:39][CH:38]=[C:37]([C:41]2[N:42]=[C:43]([C:6]3[CH:5]=[C:4]([C:16]4[CH:21]=[CH:20][C:19]([C:22]([F:24])([F:23])[F:25])=[C:18]([CH3:26])[CH:17]=4)[CH:3]=[C:2]([CH3:1])[N:7]=3)[CH:44]=[CH:45][CH:46]=2)[CH:36]=1)(=[O:33])=[O:34])([CH3:30])([CH3:28])[CH3:29]. The catalyst class is: 11.